From a dataset of Peptide-MHC class II binding affinity with 134,281 pairs from IEDB. Regression. Given a peptide amino acid sequence and an MHC pseudo amino acid sequence, predict their binding affinity value. This is MHC class II binding data. (1) The peptide sequence is LNTITNLKVQLIRMA. The MHC is DRB3_0301 with pseudo-sequence DRB3_0301. The binding affinity (normalized) is 0.936. (2) The peptide sequence is TAALVSGTATAGWTF. The MHC is DRB1_0101 with pseudo-sequence DRB1_0101. The binding affinity (normalized) is 0.685. (3) The peptide sequence is YDKFLVNVSTVLTGK. The MHC is DRB1_1602 with pseudo-sequence DRB1_1602. The binding affinity (normalized) is 0.934. (4) The peptide sequence is ASAAILGHDGTVWAQ. The MHC is DRB3_0202 with pseudo-sequence DRB3_0202. The binding affinity (normalized) is 0.0973.